Dataset: Forward reaction prediction with 1.9M reactions from USPTO patents (1976-2016). Task: Predict the product of the given reaction. (1) Given the reactants Cl([O-])=O.[Na+].[F:5][C:6]1[CH:7]=[CH:8][C:9]2[N:10]([CH:12]=[C:13]([C:15]([NH:17][C@H:18]3[CH2:23][CH2:22][C@@H:21]([N:24]4[C:29](=[O:30])[C:28]5[CH:31]=[C:32]([F:35])[CH:33]=[N:34][C:27]=5[N:26]([C:36]5[CH:37]=[C:38]([C:42]6[CH:47]=[CH:46][CH:45]=[CH:44][C:43]=6[CH:48]=[O:49])[CH:39]=[CH:40][CH:41]=5)[C:25]4=[O:50])[CH2:20][CH2:19]3)=[O:16])[N:14]=2)[CH:11]=1.[OH:51]P([O-])(O)=O.[Na+], predict the reaction product. The product is: [F:35][C:32]1[CH:33]=[N:34][C:27]2[N:26]([C:36]3[CH:37]=[C:38]([C:42]4[C:43]([C:48]([OH:51])=[O:49])=[CH:44][CH:45]=[CH:46][CH:47]=4)[CH:39]=[CH:40][CH:41]=3)[C:25](=[O:50])[N:24]([C@H:21]3[CH2:20][CH2:19][C@@H:18]([NH:17][C:15]([C:13]4[N:14]=[C:9]5[CH:8]=[CH:7][C:6]([F:5])=[CH:11][N:10]5[CH:12]=4)=[O:16])[CH2:23][CH2:22]3)[C:29](=[O:30])[C:28]=2[CH:31]=1. (2) Given the reactants [Zn:1].[C:2]([O:10][CH2:11][I:12])(=[O:9])[C:3]1[CH:8]=[CH:7][CH:6]=[CH:5][CH:4]=1.C(OC)(=O)C1C=CC=CC=1, predict the reaction product. The product is: [I-:12].[C:2]([O:10][CH2:11][Zn+:1])(=[O:9])[C:3]1[CH:8]=[CH:7][CH:6]=[CH:5][CH:4]=1. (3) Given the reactants N1C=C(C2C=CN=C3N(COCC[Si](C)(C)C)C=CC=23)C=N1.[CH3:23][C:24]([N:32]1[CH:36]=[C:35]([C:37]2[CH:42]=[CH:41][N:40]=[C:39]3[N:43]([CH2:46][O:47][CH2:48][CH2:49][Si:50]([CH3:53])([CH3:52])[CH3:51])[CH:44]=[CH:45][C:38]=23)[CH:34]=[N:33]1)([CH3:31])[CH2:25][C:26]([O:28][CH2:29][CH3:30])=[O:27].C(OC(=O)C=C(C)C)C.C(=O)([O-])[O-].[Cs+].[Cs+], predict the reaction product. The product is: [CH3:31][C:24]([N:32]1[CH:36]=[C:35]([C:37]2[CH:42]=[CH:41][N:40]=[C:39]3[N:43]([CH2:46][O:47][CH2:48][CH2:49][Si:50]([CH3:53])([CH3:52])[CH3:51])[CH:44]=[CH:45][C:38]=23)[CH:34]=[N:33]1)([CH3:23])[CH2:25][C:26]([O:28][CH2:29][CH3:30])=[O:27]. (4) Given the reactants [CH2:1]([O:3][CH:4]([O:14][CH2:15][CH3:16])[CH:5]1[CH2:10][C:9]([CH3:12])([CH3:11])[CH2:8][CH2:7][C:6]1=[O:13])[CH3:2].[Cl:17][C:18]1[CH:23]=[CH:22][C:21]([Mg]Br)=[CH:20][CH:19]=1, predict the reaction product. The product is: [Cl:17][C:18]1[CH:23]=[CH:22][C:21]([C:6]2([OH:13])[CH2:7][CH2:8][C:9]([CH3:12])([CH3:11])[CH2:10][CH:5]2[CH:4]([O:3][CH2:1][CH3:2])[O:14][CH2:15][CH3:16])=[CH:20][CH:19]=1. (5) Given the reactants [NH2:1][C:2]1[N:7]=[C:6]([C:8]([F:11])([F:10])[F:9])[C:5]([CH2:12][OH:13])=[CH:4][N:3]=1.[Cl-].[Na+], predict the reaction product. The product is: [NH2:1][C:2]1[N:7]=[C:6]([C:8]([F:11])([F:9])[F:10])[C:5]([CH:12]=[O:13])=[CH:4][N:3]=1. (6) Given the reactants Cl.[CH3:2][N:3]([CH3:17])[CH2:4][C:5]1[CH2:6][O:7][CH2:8][CH2:9][C:10]=1[C:11]1[CH:12]=[N:13][CH:14]=[CH:15][CH:16]=1.O.[Cl:19][Si](C)(C)C, predict the reaction product. The product is: [ClH:19].[CH3:2][N:3]([CH3:17])[CH2:4][C:5]1[CH2:6][O:7][CH2:8][CH2:9][C:10]=1[C:11]1[CH:12]=[N:13][CH:14]=[CH:15][CH:16]=1.